This data is from Reaction yield outcomes from USPTO patents with 853,638 reactions. The task is: Predict the reaction yield, written as a fraction of the theoretical maximum amount of product (1.0 means a 100% yield; for example, 0.34 means a 34% yield). (1) The reactants are [F:1][C:2]1[CH:7]=[C:6]([N:8]2[CH2:12][CH:11]([CH2:13][NH:14][C:15](=[O:17])[CH3:16])[O:10][C:9]2=[O:18])[CH:5]=[CH:4][C:3]=1[C:19]1[CH:24]=[CH:23][C:22]([CH2:25][OH:26])=[CH:21][CH:20]=1.C(N(CC)CC)C.[CH3:34][S:35](Cl)(=[O:37])=[O:36].O. The catalyst is C(Cl)Cl. The product is [C:15]([NH:14][CH2:13][CH:11]1[O:10][C:9](=[O:18])[N:8]([C:6]2[CH:5]=[CH:4][C:3]([C:19]3[CH:24]=[CH:23][C:22]([CH2:25][O:26][S:35]([CH3:34])(=[O:37])=[O:36])=[CH:21][CH:20]=3)=[C:2]([F:1])[CH:7]=2)[CH2:12]1)(=[O:17])[CH3:16]. The yield is 0.780. (2) The reactants are Br[C:2]1[C:7]2[C:8](=[O:24])[N:9]3[CH2:16][CH2:15][N:14]([C:17]([O:19][C:20]([CH3:23])([CH3:22])[CH3:21])=[O:18])[CH2:13][CH:10]3[CH2:11][O:12][C:6]=2[CH:5]=[CH:4][CH:3]=1.[C:25]([O:29][CH3:30])(=[O:28])[CH:26]=[CH2:27].C1(P(C2C=CC=CC=2)C2C=CC=CC=2)C=CC=CC=1.C([O-])(=O)C.[Na+]. The catalyst is [Cl-].C([N+](CC)(CC)CC)C1C=CC=CC=1.CN1CCCC1=O.C([O-])(=O)C.[Pd+2].C([O-])(=O)C.O. The product is [CH3:30][O:29][C:25](=[O:28])/[CH:26]=[CH:27]/[C:2]1[C:7]2[C:8](=[O:24])[N:9]3[CH2:16][CH2:15][N:14]([C:17]([O:19][C:20]([CH3:21])([CH3:22])[CH3:23])=[O:18])[CH2:13][CH:10]3[CH2:11][O:12][C:6]=2[CH:5]=[CH:4][CH:3]=1. The yield is 0.640.